Task: Predict the reaction yield, written as a fraction of the theoretical maximum amount of product (1.0 means a 100% yield; for example, 0.34 means a 34% yield).. Dataset: Reaction yield outcomes from USPTO patents with 853,638 reactions (1) The reactants are [CH3:1][OH:2].[H-].[Na+].Cl[C:6]1[CH:11]=[C:10]([NH2:12])[CH:9]=[CH:8][N:7]=1. The catalyst is O. The product is [CH3:1][O:2][C:6]1[CH:11]=[C:10]([NH2:12])[CH:9]=[CH:8][N:7]=1. The yield is 0.216. (2) The reactants are [CH:1]1([C:4]2[CH:8]=[CH:7][S:6][C:5]=2[CH2:9][N:10]2[C:15]3[N:16]=[C:17](S(C)=O)[N:18]=[CH:19][C:14]=3[CH:13]=[CH:12][C:11]2=[O:23])[CH2:3][CH2:2]1.[CH3:24][N:25]1[CH2:30][CH2:29][N:28]([C:31]2[CH:37]=[CH:36][C:34]([NH2:35])=[CH:33][CH:32]=2)[CH2:27][CH2:26]1. No catalyst specified. The product is [CH:1]1([C:4]2[CH:8]=[CH:7][S:6][C:5]=2[CH2:9][N:10]2[C:15]3[N:16]=[C:17]([NH:35][C:34]4[CH:33]=[CH:32][C:31]([N:28]5[CH2:27][CH2:26][N:25]([CH3:24])[CH2:30][CH2:29]5)=[CH:37][CH:36]=4)[N:18]=[CH:19][C:14]=3[CH:13]=[CH:12][C:11]2=[O:23])[CH2:3][CH2:2]1. The yield is 0.320.